This data is from Experimentally validated miRNA-target interactions with 360,000+ pairs, plus equal number of negative samples. The task is: Binary Classification. Given a miRNA mature sequence and a target amino acid sequence, predict their likelihood of interaction. The miRNA is dre-miR-1 with sequence UGGAAUGUAAAGAAGUAUGUAU. Result: 0 (no interaction). The protein sequence of the target gene is MVSSPCTQASSRTCSRILGLSLGTAALFAAGANVALLLPNWDVTYLLRGLLGRHAMLGTGLWGGGLMVLTAAILISLMGWRYGCFSKSGLCRSVLTALLSGGLALLGALICFVTSGVALKDGPFCMFDVSSFNQTQAWKYGYPFKDLHSRNYLYDRSLWNSVCLEPSAAVVWHVSLFSALLCISLLQLLLVVVHVINSLLGLFCSLCEK.